Dataset: Reaction yield outcomes from USPTO patents with 853,638 reactions. Task: Predict the reaction yield, written as a fraction of the theoretical maximum amount of product (1.0 means a 100% yield; for example, 0.34 means a 34% yield). The yield is 0.864. The catalyst is O.CCCCCC. The product is [CH2:16]([C:12]1([CH2:27][CH:26]=[CH2:25])[C:11]2[CH:10]=[CH:9][CH:8]=[CH:7][C:6]=2[C:5]2[C:13]1=[CH:1][CH:2]=[CH:3][CH:4]=2)[CH:15]=[CH2:18]. The reactants are [CH:1]1[C:13]2[CH2:12][C:11]3[C:6](=[CH:7][CH:8]=[CH:9][CH:10]=3)[C:5]=2[CH:4]=[CH:3][CH:2]=1.C[C:15]([CH3:18])([O-])[CH3:16].[K+].CN(C)C=O.[CH2:25](Cl)[CH:26]=[CH2:27].